Dataset: Peptide-MHC class I binding affinity with 185,985 pairs from IEDB/IMGT. Task: Regression. Given a peptide amino acid sequence and an MHC pseudo amino acid sequence, predict their binding affinity value. This is MHC class I binding data. The peptide sequence is IATLYCVHQK. The MHC is HLA-A26:02 with pseudo-sequence HLA-A26:02. The binding affinity (normalized) is 0.0847.